Dataset: Rat liver microsome stability data. Task: Regression/Classification. Given a drug SMILES string, predict its absorption, distribution, metabolism, or excretion properties. Task type varies by dataset: regression for continuous measurements (e.g., permeability, clearance, half-life) or binary classification for categorical outcomes (e.g., BBB penetration, CYP inhibition). Dataset: rlm. The result is 1 (stable in rat liver microsomes). The drug is Cc1ccc(-c2cc(C(=O)Nc3ccc(S(=O)(=O)NCc4nccs4)cc3)c3ccccc3n2)cc1C.